Predict the reactants needed to synthesize the given product. From a dataset of Full USPTO retrosynthesis dataset with 1.9M reactions from patents (1976-2016). (1) Given the product [OH:28][C@H:24]1[C@H:25]([OH:27])[CH2:26][N:22]([CH2:13][C@@H:12]([NH:11][C:9](=[O:10])[O:8][CH2:1][C:2]2[CH:7]=[CH:6][CH:5]=[CH:4][CH:3]=2)[C:16]2[CH:21]=[CH:20][CH:19]=[CH:18][CH:17]=2)[CH2:23]1, predict the reactants needed to synthesize it. The reactants are: [CH2:1]([O:8][C:9]([NH:11][C@@H:12]([C:16]1[CH:21]=[CH:20][CH:19]=[CH:18][CH:17]=1)[C:13](O)=O)=[O:10])[C:2]1[CH:7]=[CH:6][CH:5]=[CH:4][CH:3]=1.[NH:22]1[CH2:26][C@@H:25]([OH:27])[C@H:24]([OH:28])[CH2:23]1.C(N(CC)C(C)C)(C)C.F[B-](F)(F)F.N1(OC(N(C)C)=[N+](C)C)C2C=CC=CC=2N=N1. (2) Given the product [Si:12]([O:11][C:8]1[CH:9]=[CH:10][C:5]([OH:4])=[CH:6][C:7]=1[F:29])([C:25]([CH3:28])([CH3:27])[CH3:26])([C:19]1[CH:20]=[CH:21][CH:22]=[CH:23][CH:24]=1)[C:13]1[CH:14]=[CH:15][CH:16]=[CH:17][CH:18]=1, predict the reactants needed to synthesize it. The reactants are: C([O:4][C:5]1[CH:10]=[CH:9][C:8]([O:11][Si:12]([C:25]([CH3:28])([CH3:27])[CH3:26])([C:19]2[CH:24]=[CH:23][CH:22]=[CH:21][CH:20]=2)[C:13]2[CH:18]=[CH:17][CH:16]=[CH:15][CH:14]=2)=[C:7]([F:29])[CH:6]=1)(=O)C.[OH-].[Na+].Cl. (3) Given the product [CH2:29]([O:31][C:32]([C:34]1([C:37]2[CH:42]=[CH:41][C:40]([C:2]3[CH:3]=[CH:4][C:5]([C:8]4[O:12][N:11]=[C:10]([CH3:13])[C:9]=4[CH:14]([OH:15])[C:16]4[N:17]=[N:18][N:19]([CH:21]([C:23]5[CH:28]=[CH:27][CH:26]=[CH:25][CH:24]=5)[CH3:22])[CH:20]=4)=[CH:6][CH:7]=3)=[CH:39][CH:38]=2)[CH2:35][CH2:36]1)=[O:33])[CH3:30], predict the reactants needed to synthesize it. The reactants are: Br[C:2]1[CH:7]=[CH:6][C:5]([C:8]2[O:12][N:11]=[C:10]([CH3:13])[C:9]=2[CH:14]([C:16]2[N:17]=[N:18][N:19]([CH:21]([C:23]3[CH:28]=[CH:27][CH:26]=[CH:25][CH:24]=3)[CH3:22])[CH:20]=2)[OH:15])=[CH:4][CH:3]=1.[CH2:29]([O:31][C:32]([C:34]1([C:37]2[CH:42]=[CH:41][C:40](B3OC(C)(C)C(C)(C)O3)=[CH:39][CH:38]=2)[CH2:36][CH2:35]1)=[O:33])[CH3:30]. (4) The reactants are: C(OC(=O)[NH:7][C:8]1[CH:13]=[CH:12][C:11]([C:14]2[CH:19]=[CH:18][CH:17]=[CH:16][C:15]=2[S:20]([CH3:23])(=[O:22])=[O:21])=[CH:10][C:9]=1[NH:24]C(OC(C)(C)C)=O)(C)(C)C. Given the product [CH3:23][S:20]([C:15]1[CH:16]=[CH:17][CH:18]=[CH:19][C:14]=1[C:11]1[CH:12]=[CH:13][C:8]([NH2:7])=[C:9]([NH2:24])[CH:10]=1)(=[O:21])=[O:22], predict the reactants needed to synthesize it. (5) Given the product [Cl:15][C:12]1[CH:13]=[CH:14][C:9]([C:5]2[N:4]([C:16]3[CH:21]=[CH:20][C:19]([Cl:22])=[CH:18][C:17]=3[Cl:23])[N:3]=[C:2]([CH:26]=[O:25])[C:6]=2[O:7][CH3:8])=[CH:10][CH:11]=1, predict the reactants needed to synthesize it. The reactants are: Br[C:2]1(Br)[C:6]([O:7][CH3:8])=[C:5]([C:9]2[CH:14]=[CH:13][C:12]([Cl:15])=[CH:11][CH:10]=2)[N:4]([C:16]2[CH:21]=[CH:20][C:19]([Cl:22])=[CH:18][C:17]=2[Cl:23])[NH:3]1.[OH2:25].[CH3:26]S(C)=O. (6) Given the product [CH2:1]([N:8]1[C:12]2=[N:13][CH:14]=[C:15]([N:25]([CH3:26])[C:49](=[O:50])[C:48]([C:40]3[CH:39]=[C:38]([C:37]([F:55])([F:54])[F:36])[CH:43]=[C:42]([C:44]([F:47])([F:46])[F:45])[CH:41]=3)([CH3:53])[CH3:52])[C:16]([C:17]3[CH:22]=[CH:21][C:20]([F:23])=[CH:19][C:18]=3[CH3:24])=[C:11]2[CH:10]=[N:9]1)[C:2]1[CH:7]=[CH:6][CH:5]=[CH:4][CH:3]=1, predict the reactants needed to synthesize it. The reactants are: [CH2:1]([N:8]1[C:12]2=[N:13][CH:14]=[C:15]([NH:25][CH3:26])[C:16]([C:17]3[CH:22]=[CH:21][C:20]([F:23])=[CH:19][C:18]=3[CH3:24])=[C:11]2[CH:10]=[N:9]1)[C:2]1[CH:7]=[CH:6][CH:5]=[CH:4][CH:3]=1.CCN(C(C)C)C(C)C.[F:36][C:37]([F:55])([F:54])[C:38]1[CH:39]=[C:40]([C:48]([CH3:53])([CH3:52])[C:49](Cl)=[O:50])[CH:41]=[C:42]([C:44]([F:47])([F:46])[F:45])[CH:43]=1.